The task is: Predict the reactants needed to synthesize the given product.. This data is from Full USPTO retrosynthesis dataset with 1.9M reactions from patents (1976-2016). Given the product [CH:8]1[C:9]2[C:4](=[CH:3][C:2]([NH:1][C:21]([NH:20][CH2:19][C:18]3[CH:17]=[CH:16][C:15]([O:14][C:13]([F:12])([F:26])[F:25])=[CH:24][CH:23]=3)=[O:22])=[CH:11][CH:10]=2)[CH:5]=[CH:6][N:7]=1, predict the reactants needed to synthesize it. The reactants are: [NH2:1][C:2]1[CH:3]=[C:4]2[C:9](=[CH:10][CH:11]=1)[CH:8]=[N:7][CH:6]=[CH:5]2.[F:12][C:13]([F:26])([F:25])[O:14][C:15]1[CH:24]=[CH:23][C:18]([CH2:19][N:20]=[C:21]=[O:22])=[CH:17][CH:16]=1.